From a dataset of Full USPTO retrosynthesis dataset with 1.9M reactions from patents (1976-2016). Predict the reactants needed to synthesize the given product. (1) Given the product [CH3:17][C:14]1[CH:15]=[C:16]2[C:11]([CH:10]=[CH:9][C:8](=[O:18])[N:7]2[CH2:6][CH:2]=[O:1])=[CH:12][CH:13]=1, predict the reactants needed to synthesize it. The reactants are: [O:1]1CCO[CH:2]1[CH2:6][N:7]1[C:16]2[C:11](=[CH:12][CH:13]=[C:14]([CH3:17])[CH:15]=2)[CH:10]=[CH:9][C:8]1=[O:18].FC(F)(F)C(O)=O.C(=O)([O-])O.[Na+]. (2) Given the product [Cl:23][C:19]1[C:18]([F:24])=[C:17]([CH:22]=[CH:21][CH:20]=1)[CH2:16][NH:15][C:14]([C@@H:13]1[CH2:12][C@:11]2([CH2:26][OH:27])[C@@H:9]([CH2:10]2)[N:8]1[C:6](=[O:7])[CH2:40][C:33]1[N:34]2[CH:39]=[CH:38][CH:37]=[CH:36][C:35]2=[C:31]([C:28](=[O:30])[CH3:29])[N:32]=1)=[O:25], predict the reactants needed to synthesize it. The reactants are: C(O[C:6]([N:8]1[C@H:13]([C:14](=[O:25])[NH:15][CH2:16][C:17]2[CH:22]=[CH:21][CH:20]=[C:19]([Cl:23])[C:18]=2[F:24])[CH2:12][C@:11]2([CH2:26][OH:27])[C@H:9]1[CH2:10]2)=[O:7])(C)(C)C.[C:28]([C:31]1[N:32]=[C:33]([CH2:40]C(O)=O)[N:34]2[CH:39]=[CH:38][CH:37]=[CH:36][C:35]=12)(=[O:30])[CH3:29]. (3) Given the product [CH3:26][CH:14]([CH2:15][CH2:16][CH2:17][CH:18]([CH3:25])[CH2:19][CH2:20][CH2:21][CH:22]([CH3:24])[CH3:23])[CH2:13][CH2:12][CH2:11][C:10]([O:9][CH2:8][CH:6]([CH2:5][OH:4])[OH:7])=[O:27], predict the reactants needed to synthesize it. The reactants are: Cl.CC1(C)[O:7][CH:6]([CH2:8][O:9][C:10](=[O:27])[CH2:11][CH2:12][CH2:13][CH:14]([CH3:26])[CH2:15][CH2:16][CH2:17][CH:18]([CH3:25])[CH2:19][CH2:20][CH2:21][CH:22]([CH3:24])[CH3:23])[CH2:5][O:4]1.C(OCC)(=O)C.C(=O)(O)[O-].[Na+]. (4) Given the product [Cl:54][C:12]1[C:13]([CH2:22][O:23][CH:24]2[CH2:29][CH2:28][N:27]([C:30]([O:32][C:33]([CH3:36])([CH3:35])[CH3:34])=[O:31])[CH2:26][CH2:25]2)=[N:14][N:15]([C:16]2[CH:21]=[CH:20][CH:19]=[CH:18][CH:17]=2)[C:11]=1[NH:10][C:8]([O:1][C:2]1[CH:3]=[CH:4][CH:5]=[CH:6][CH:7]=1)=[O:9], predict the reactants needed to synthesize it. The reactants are: [O:1]([C:8]([NH:10][C:11]1[N:15]([C:16]2[CH:21]=[CH:20][CH:19]=[CH:18][CH:17]=2)[N:14]=[C:13]([CH2:22][O:23][CH:24]2[CH2:29][CH2:28][N:27]([C:30]([O:32][C:33]([CH3:36])([CH3:35])[CH3:34])=[O:31])[CH2:26][CH2:25]2)[CH:12]=1)=[O:9])[C:2]1[CH:7]=[CH:6][CH:5]=[CH:4][CH:3]=1.CC1C=CC(S([O-])(=O)=O)=CC=1.[NH+]1C=CC=CC=1.[Cl:54]N1C(=O)CCC1=O. (5) The reactants are: [F:1][C:2]([F:27])([F:26])[S:3]([O:6][C:7]1[CH:16]=[C:15]2[C:10]([CH:11]([C:18]3[CH:23]=[CH:22][C:21]([Cl:24])=[C:20]([Cl:25])[CH:19]=3)[CH2:12][N:13](C)[CH2:14]2)=[CH:9][CH:8]=1)(=[O:5])=[O:4].CN(C)C1C2C(=CC=CC=2N(C)C)C=CC=1. Given the product [F:26][C:2]([F:1])([F:27])[S:3]([O:6][C:7]1[CH:16]=[C:15]2[C:10]([CH:11]([C:18]3[CH:23]=[CH:22][C:21]([Cl:24])=[C:20]([Cl:25])[CH:19]=3)[CH2:12][NH:13][CH2:14]2)=[CH:9][CH:8]=1)(=[O:4])=[O:5], predict the reactants needed to synthesize it. (6) Given the product [Br:1][C:2]1[CH:7]=[C:6]([N+:8]([O-:10])=[O:9])[CH:5]=[CH:4][C:3]=1[OH:11], predict the reactants needed to synthesize it. The reactants are: [Br:1][C:2]1[CH:7]=[C:6]([N+:8]([O-:10])=[O:9])[CH:5]=[CH:4][C:3]=1[O:11]C. (7) Given the product [F:30][C:2]1([F:1])[CH2:4][CH:3]1[CH2:5][N:6]1[C:10]2[CH:11]=[CH:12][C:13]([C:15]3[N:20]=[C:19]([CH2:21][OH:22])[CH:18]=[CH:17][C:16]=3[CH3:26])=[CH:14][C:9]=2[N:8]([CH3:27])[S:7]1(=[O:28])=[O:29], predict the reactants needed to synthesize it. The reactants are: [F:1][C:2]1([F:30])[CH2:4][CH:3]1[CH2:5][N:6]1[C:10]2[CH:11]=[CH:12][C:13]([C:15]3[N:20]=[C:19]([C:21](OCC)=[O:22])[CH:18]=[CH:17][C:16]=3[CH3:26])=[CH:14][C:9]=2[N:8]([CH3:27])[S:7]1(=[O:29])=[O:28].CC(C[AlH]CC(C)C)C. (8) Given the product [C:12]([O:1][C@H:2]([C@@H:5]1[CH2:6][C@@H:7]([CH3:11])[C:8](=[O:10])[O:9]1)[CH2:3][CH3:4])(=[O:19])[C:13]1[CH:18]=[CH:17][CH:16]=[CH:15][CH:14]=1, predict the reactants needed to synthesize it. The reactants are: [OH:1][C@H:2]([C@H:5]1[O:9][C:8](=[O:10])[C@H:7]([CH3:11])[CH2:6]1)[CH2:3][CH3:4].[C:12](Cl)(=[O:19])[C:13]1[CH:18]=[CH:17][CH:16]=[CH:15][CH:14]=1. (9) Given the product [C:1]([C:5]1[S:9]/[C:8](=[N:10]\[C:11](=[S:12])[C:13]2[CH:18]=[C:17]([Cl:19])[CH:16]=[CH:15][C:14]=2[O:20][CH3:21])/[N:7]([CH2:22][C@H:23]2[CH2:28][CH2:27][CH2:26][CH2:25][NH:24]2)[CH:6]=1)([CH3:4])([CH3:2])[CH3:3].[ClH:36], predict the reactants needed to synthesize it. The reactants are: [C:1]([C:5]1[S:9]/[C:8](=[N:10]\[C:11]([C:13]2[CH:18]=[C:17]([Cl:19])[CH:16]=[CH:15][C:14]=2[O:20][CH3:21])=[S:12])/[N:7]([CH2:22][C@H:23]2[CH2:28][CH2:27][CH2:26][CH2:25][N:24]2C(OC(C)(C)C)=O)[CH:6]=1)([CH3:4])([CH3:3])[CH3:2].[ClH:36]. (10) Given the product [CH2:3]([O:10][C:11]1[C:12]([C@:20]2([CH2:44][O:45][CH2:46][C:47]3[CH:52]=[CH:51][CH:50]=[CH:49][CH:48]=3)[C:28]3[C:23](=[CH:24][CH:25]=[CH:26][CH:27]=3)[N:22]([CH:29]([C:36]3[CH:41]=[CH:40][CH:39]=[CH:38][CH:37]=3)[C:30]3[CH:31]=[CH:32][CH:33]=[CH:34][CH:35]=3)[C:21]2=[O:42])=[CH:13][C:14]2[O:18][CH2:17][O:16][C:15]=2[CH:19]=1)[C:4]1[CH:9]=[CH:8][CH:7]=[CH:6][CH:5]=1, predict the reactants needed to synthesize it. The reactants are: [OH-].[K+].[CH2:3]([O:10][C:11]1[C:12]([CH:20]2[C:28]3[C:23](=[CH:24][CH:25]=[CH:26][CH:27]=3)[N:22]([CH:29]([C:36]3[CH:41]=[CH:40][CH:39]=[CH:38][CH:37]=3)[C:30]3[CH:35]=[CH:34][CH:33]=[CH:32][CH:31]=3)[C:21]2=[O:42])=[CH:13][C:14]2[O:18][CH2:17][O:16][C:15]=2[CH:19]=1)[C:4]1[CH:9]=[CH:8][CH:7]=[CH:6][CH:5]=1.Cl[CH2:44][O:45][CH2:46][C:47]1[CH:52]=[CH:51][CH:50]=[CH:49][CH:48]=1.